Dataset: Catalyst prediction with 721,799 reactions and 888 catalyst types from USPTO. Task: Predict which catalyst facilitates the given reaction. (1) Reactant: [NH2:1][C:2]1[N:3]=[N:4][C:5]([Cl:10])=[C:6]([CH3:9])[C:7]=1[CH3:8].Br[CH2:12][C:13]([C:15]1[CH:20]=[CH:19][C:18]([F:21])=[CH:17][CH:16]=1)=O. Product: [Cl:10][C:5]1[C:6]([CH3:9])=[C:7]([CH3:8])[C:2]2[N:3]([CH:12]=[C:13]([C:15]3[CH:20]=[CH:19][C:18]([F:21])=[CH:17][CH:16]=3)[N:1]=2)[N:4]=1. The catalyst class is: 8. (2) Reactant: Br[C:2]1[CH:11]=[C:10]2[C:5]([C:6]([C:13]3[CH:18]=[CH:17][C:16]([F:19])=[CH:15][CH:14]=3)=[CH:7][C:8](=[O:12])[O:9]2)=[CH:4][CH:3]=1.[SH:20][C:21]1[S:22][C:23]([C:26]([OH:30])([CH2:28][CH3:29])[CH3:27])=[CH:24][N:25]=1.C([O-])([O-])=O.[K+].[K+]. Product: [F:19][C:16]1[CH:17]=[CH:18][C:13]([C:6]2[C:5]3[C:10](=[CH:11][C:2]([S:20][C:21]4[S:22][C:23]([C:26]([OH:30])([CH3:27])[CH2:28][CH3:29])=[CH:24][N:25]=4)=[CH:3][CH:4]=3)[O:9][C:8](=[O:12])[CH:7]=2)=[CH:14][CH:15]=1. The catalyst class is: 37. (3) Reactant: [CH2:1]([N:8]1[CH2:13][CH2:12][NH:11][CH:10]([CH2:14][OH:15])[CH2:9]1)[C:2]1[CH:7]=[CH:6][CH:5]=[CH:4][CH:3]=1.Cl[C:17](Cl)([O:19]C(=O)OC(Cl)(Cl)Cl)Cl.C(N(C(C)C)CC)(C)C. Product: [CH2:1]([N:8]1[CH2:13][CH2:12][N:11]2[C:17](=[O:19])[O:15][CH2:14][CH:10]2[CH2:9]1)[C:2]1[CH:3]=[CH:4][CH:5]=[CH:6][CH:7]=1. The catalyst class is: 26. (4) Reactant: OCC(C)(C)CCCOCCCC(C)(C)CO.C([O:20][C:21](=O)[C:22]([CH3:49])([C:43]1[CH:48]=[CH:47][CH:46]=[CH:45][CH:44]=1)[CH2:23][CH2:24][CH2:25][O:26][CH2:27][CH2:28][CH2:29][C:30]([C:38](OCC)=[O:39])([C:32]1[CH:37]=[CH:36][CH:35]=[CH:34][CH:33]=1)[CH3:31])C.[H-].[Al+3].[Li+].[H-].[H-].[H-]. Product: [OH:20][CH2:21][C:22]([CH3:49])([C:43]1[CH:48]=[CH:47][CH:46]=[CH:45][CH:44]=1)[CH2:23][CH2:24][CH2:25][O:26][CH2:27][CH2:28][CH2:29][C:30]([CH3:31])([C:32]1[CH:37]=[CH:36][CH:35]=[CH:34][CH:33]=1)[CH2:38][OH:39]. The catalyst class is: 27.